This data is from Peptide-MHC class I binding affinity with 185,985 pairs from IEDB/IMGT. The task is: Regression. Given a peptide amino acid sequence and an MHC pseudo amino acid sequence, predict their binding affinity value. This is MHC class I binding data. (1) The peptide sequence is FLATCVNGV. The MHC is HLA-A02:02 with pseudo-sequence HLA-A02:02. The binding affinity (normalized) is 1.00. (2) The peptide sequence is YRTATLRTL. The MHC is HLA-B39:01 with pseudo-sequence HLA-B39:01. The binding affinity (normalized) is 0.872. (3) The binding affinity (normalized) is 0.0847. The MHC is HLA-A02:11 with pseudo-sequence HLA-A02:11. The peptide sequence is GSRAYRNAL. (4) The peptide sequence is NWDWGVFFK. The MHC is HLA-A01:01 with pseudo-sequence HLA-A01:01. The binding affinity (normalized) is 0.0847. (5) The peptide sequence is SPMVIATTDM. The MHC is HLA-B54:01 with pseudo-sequence HLA-B54:01. The binding affinity (normalized) is 0.358.